From a dataset of Forward reaction prediction with 1.9M reactions from USPTO patents (1976-2016). Predict the product of the given reaction. Given the reactants [OH-].[Li+].CC#N.[O:6]=[C:7]1[NH:11][C@H:10]2[CH2:12][S:13][C@@H:14]([CH2:15][CH2:16][CH2:17][CH2:18][C:19]([O:21]CC3(C)COC(C)(C)OC3)=[O:20])[C@H:9]2[O:8]1.Cl, predict the reaction product. The product is: [O:6]=[C:7]1[NH:11][C@H:10]2[CH2:12][S:13][C@@H:14]([CH2:15][CH2:16][CH2:17][CH2:18][C:19]([OH:21])=[O:20])[C@H:9]2[O:8]1.